This data is from Catalyst prediction with 721,799 reactions and 888 catalyst types from USPTO. The task is: Predict which catalyst facilitates the given reaction. (1) Reactant: Cl[CH:2](Cl)C.[O:5]([CH2:12][CH2:13][S:14][CH2:15][C:16]1[O:20][C:19]([C:21]2[CH:22]=[C:23]3[C:27](=[CH:28][CH:29]=2)[NH:26][CH:25]=[CH:24]3)=[N:18][N:17]=1)[C:6]1[CH:11]=[CH:10][CH:9]=[CH:8][CH:7]=1.[Cl-].C[CH:32]=[N+:33]=[CH:34]C. Product: [CH3:32][N:33]([CH3:34])[CH2:2][C:24]1[C:23]2[C:27](=[CH:28][CH:29]=[C:21]([C:19]3[O:20][C:16]([CH2:15][S:14][CH2:13][CH2:12][O:5][C:6]4[CH:11]=[CH:10][CH:9]=[CH:8][CH:7]=4)=[N:17][N:18]=3)[CH:22]=2)[NH:26][CH:25]=1. The catalyst class is: 4. (2) Reactant: [BrH:1].[CH3:2][N:3]([CH2:5][CH2:6][CH2:7][C:8]1([C:19]2[CH:20]=[CH:21][C:22]([F:25])=[CH:23][CH:24]=2)[O:16][CH2:15][C:14]2[CH:13]=[C:12]([C:17]#[N:18])[CH:11]=[CH:10][C:9]1=2)[CH3:4]. Product: [CH3:2][N:3]([CH2:5][CH2:6][CH2:7][C:8]1([C:19]2[CH:24]=[CH:23][C:22]([F:25])=[CH:21][CH:20]=2)[O:16][CH2:15][C:14]2[CH:13]=[C:12]([C:17]#[N:18])[CH:11]=[CH:10][C:9]1=2)[CH3:4].[BrH:1]. The catalyst class is: 13. (3) Product: [CH:1]1([C:4]2[N:5]=[C:6]3[CH:11]=[N:10][CH:9]=[CH:8][N:7]3[C:12]=2[NH2:13])[CH2:3][CH2:2]1. The catalyst class is: 4. Reactant: [CH:1]1([C:4]2[N:5]=[C:6]3[CH:11]=[N:10][CH:9]=[CH:8][N:7]3[C:12]=2[NH:13]C(C(C)C)CC(C)(C)C)[CH2:3][CH2:2]1.FC(F)(F)C(O)=O. (4) Reactant: [C:1]1([S:7]([CH2:9][Br:10])=O)[CH:6]=[CH:5][CH:4]=[CH:3][CH:2]=1.[CH3:11][C:12]1[CH:17]=[CH:16][C:15]([CH3:18])=[C:14]([CH3:19])[C:13]=1[CH3:20].FC(F)(F)S(OS(C(F)(F)F)(=O)=O)(=O)=O.[H+].[B-:37]([F:41])([F:40])([F:39])[F:38]. Product: [F:38][B-:37]([F:41])([F:40])[F:39].[Br:10][CH2:9][S+:7]([C:1]1[CH:6]=[CH:5][CH:4]=[CH:3][CH:2]=1)[C:17]1[CH:16]=[C:15]([CH3:18])[C:14]([CH3:19])=[C:13]([CH3:20])[C:12]=1[CH3:11]. The catalyst class is: 27. (5) Reactant: P(C)(C)C.[N:5]([CH2:8][C:9]1[N:10]=[N:11][C:12]([Cl:15])=[CH:13][CH:14]=1)=[N+]=[N-].[Si:16]([O:23][C@@H:24]1[C@@H:29]([CH3:30])[CH2:28][N:27]([C:31]2[CH:36]=[CH:35][N:34]=[CH:33][C:32]=2[N:37]=[C:38]=S)[CH2:26][C@H:25]1[NH:40][C:41](=[O:47])[O:42][C:43]([CH3:46])([CH3:45])[CH3:44])([C:19]([CH3:22])([CH3:21])[CH3:20])([CH3:18])[CH3:17]. Product: [Si:16]([O:23][C@@H:24]1[C@@H:29]([CH3:30])[CH2:28][N:27]([C:31]2[CH:36]=[CH:35][N:34]=[CH:33][C:32]=2[NH:37][C:38]2[N:10]3[N:11]=[C:12]([Cl:15])[CH:13]=[CH:14][C:9]3=[CH:8][N:5]=2)[CH2:26][C@H:25]1[NH:40][C:41](=[O:47])[O:42][C:43]([CH3:46])([CH3:45])[CH3:44])([C:19]([CH3:20])([CH3:21])[CH3:22])([CH3:17])[CH3:18]. The catalyst class is: 49. (6) Reactant: [CH3:1][C:2]1[N:14]2[C:5]([C:6]3[CH:7]=[C:8]([C:33]4[CH:38]=[CH:37][CH:36]=[CH:35][CH:34]=4)[C:9]([C:15]4[CH:20]=[CH:19][C:18]([C:21]5([NH:25]C(=O)OC(C)(C)C)[CH2:24][CH2:23][CH2:22]5)=[CH:17][CH:16]=4)=[N:10][C:11]=3[CH:12]=[CH:13]2)=[N:4][N:3]=1.[ClH:39].CCOC(C)=O. Product: [ClH:39].[CH3:1][C:2]1[N:14]2[C:5]([C:6]3[CH:7]=[C:8]([C:33]4[CH:38]=[CH:37][CH:36]=[CH:35][CH:34]=4)[C:9]([C:15]4[CH:16]=[CH:17][C:18]([C:21]5([NH2:25])[CH2:22][CH2:23][CH2:24]5)=[CH:19][CH:20]=4)=[N:10][C:11]=3[CH:12]=[CH:13]2)=[N:4][N:3]=1. The catalyst class is: 100. (7) Reactant: [CH2:1]([O:5][C:6]1[CH:11]=[CH:10][C:9]([S:12]([C:15]2([C:23]([O:25]CC)=[O:24])[CH2:20][CH2:19][CH2:18][N:17]([CH2:21][CH3:22])[CH2:16]2)(=[O:14])=[O:13])=[CH:8][CH:7]=1)[C:2]#[C:3][CH3:4].CO.[OH-].[Na+]. Product: [CH2:1]([O:5][C:6]1[CH:11]=[CH:10][C:9]([S:12]([C:15]2([C:23]([OH:25])=[O:24])[CH2:20][CH2:19][CH2:18][N:17]([CH2:21][CH3:22])[CH2:16]2)(=[O:13])=[O:14])=[CH:8][CH:7]=1)[C:2]#[C:3][CH3:4].[CH2:1]([O:5][C:6]1[CH:11]=[CH:10][C:9]([S:12]([C:15]2([C:23]([OH:25])=[O:24])[CH2:20][CH2:19][CH2:18][N:17]([CH2:21][CH3:22])[CH2:16]2)(=[O:13])=[O:14])=[CH:8][CH:7]=1)[C:2]#[C:3][CH3:4]. The catalyst class is: 1. (8) Reactant: C1(S([N:10]2[CH:14]=[CH:13][C:12]([C:15]([F:18])([F:17])[F:16])=[C:11]2[C:19]([O:21][CH3:22])=[O:20])(=O)=O)C=CC=CC=1.C[O-].[Na+].Cl. Product: [F:18][C:15]([F:16])([F:17])[C:12]1[CH:13]=[CH:14][NH:10][C:11]=1[C:19]([O:21][CH3:22])=[O:20]. The catalyst class is: 5. (9) Reactant: Cl[CH:2]([C:7]1[O:8][C:9]2[CH:16]=[CH:15][C:14]([O:17][CH3:18])=[CH:13][C:10]=2[C:11]=1[CH3:12])[CH2:3][CH:4]([CH3:6])[CH3:5].[NH2:19][C:20]1[CH:25]=[CH:24][C:23]([C:26]([N:28]([CH3:36])[CH2:29][CH2:30][C:31]([O:33][CH2:34][CH3:35])=[O:32])=[O:27])=[CH:22][CH:21]=1.[I-].[Na+].C(=O)([O-])[O-].[Na+].[Na+].Cl. Product: [CH3:18][O:17][C:14]1[CH:15]=[CH:16][C:9]2[O:8][C:7]([CH:2]([NH:19][C:20]3[CH:21]=[CH:22][C:23]([C:26]([N:28]([CH3:36])[CH2:29][CH2:30][C:31]([O:33][CH2:34][CH3:35])=[O:32])=[O:27])=[CH:24][CH:25]=3)[CH2:3][CH:4]([CH3:6])[CH3:5])=[C:11]([CH3:12])[C:10]=2[CH:13]=1. The catalyst class is: 9. (10) Reactant: Cl[C:2]1[C:7]([C:8]([O:10][CH2:11][CH3:12])=[S:9])=[CH:6][N:5]=[C:4]([CH3:13])[N:3]=1.[CH3:14][NH2:15].CCO.O. Product: [CH3:14][NH:15][C:2]1[C:7]([C:8]([O:10][CH2:11][CH3:12])=[S:9])=[CH:6][N:5]=[C:4]([CH3:13])[N:3]=1. The catalyst class is: 2.